From a dataset of Full USPTO retrosynthesis dataset with 1.9M reactions from patents (1976-2016). Predict the reactants needed to synthesize the given product. Given the product [CH:21]1([NH:20][C:15]2[CH:14]=[C:13]([C:3]3[CH:4]=[CH:5][CH:6]=[C:7]([CH3:8])[C:2]=3[CH3:1])[N:18]=[C:17]([NH2:19])[N:16]=2)[CH2:26][CH2:25][CH2:24][CH2:23][CH2:22]1, predict the reactants needed to synthesize it. The reactants are: [CH3:1][C:2]1[C:7]([CH3:8])=[CH:6][CH:5]=[CH:4][C:3]=1B(O)O.Cl[C:13]1[N:18]=[C:17]([NH2:19])[N:16]=[C:15]([NH:20][CH:21]2[CH2:26][CH2:25][CH2:24][CH2:23][CH2:22]2)[CH:14]=1.